This data is from Reaction yield outcomes from USPTO patents with 853,638 reactions. The task is: Predict the reaction yield, written as a fraction of the theoretical maximum amount of product (1.0 means a 100% yield; for example, 0.34 means a 34% yield). The reactants are [CH2:1]1[C:9]2[C:4](=[CH:5][C:6]([CH2:10][OH:11])=[CH:7][CH:8]=2)[CH2:3][NH:2]1.C(N(CC)CC)C.Cl[C:20]([O:22][CH2:23][C:24]1[CH:29]=[CH:28][CH:27]=[CH:26][CH:25]=1)=[O:21]. The catalyst is O1CCCC1. The product is [CH2:23]([O:22][C:20]([N:2]1[CH2:3][C:4]2[C:9](=[CH:8][CH:7]=[C:6]([CH2:10][OH:11])[CH:5]=2)[CH2:1]1)=[O:21])[C:24]1[CH:29]=[CH:28][CH:27]=[CH:26][CH:25]=1. The yield is 0.980.